Dataset: Forward reaction prediction with 1.9M reactions from USPTO patents (1976-2016). Task: Predict the product of the given reaction. Given the reactants [NH2:1][N:2]1[CH:6]=[CH:5][C:4]([Cl:7])=[C:3]1[C:8]([O:10]C)=O.[NH3:12].CO, predict the reaction product. The product is: [NH2:1][N:2]1[CH:6]=[CH:5][C:4]([Cl:7])=[C:3]1[C:8]([NH2:12])=[O:10].